This data is from Reaction yield outcomes from USPTO patents with 853,638 reactions. The task is: Predict the reaction yield, written as a fraction of the theoretical maximum amount of product (1.0 means a 100% yield; for example, 0.34 means a 34% yield). The reactants are Br[C:2]1[N:6]([S:7]([C:10]2[CH:15]=[CH:14][CH:13]=[C:12]([CH3:16])[CH:11]=2)(=[O:9])=[O:8])[CH:5]=[C:4]([C:17]([O:19][CH2:20][CH3:21])=[O:18])[C:3]=1[CH3:22].[C:23]1(B(O)O)[CH:28]=[CH:27][CH:26]=[CH:25][CH:24]=1.C(=O)([O-])[O-].[Na+].[Na+].O. The catalyst is COCCOC.C1C=CC([P]([Pd]([P](C2C=CC=CC=2)(C2C=CC=CC=2)C2C=CC=CC=2)([P](C2C=CC=CC=2)(C2C=CC=CC=2)C2C=CC=CC=2)[P](C2C=CC=CC=2)(C2C=CC=CC=2)C2C=CC=CC=2)(C2C=CC=CC=2)C2C=CC=CC=2)=CC=1. The product is [CH3:22][C:3]1[C:4]([C:17]([O:19][CH2:20][CH3:21])=[O:18])=[CH:5][N:6]([S:7]([C:10]2[CH:15]=[CH:14][CH:13]=[C:12]([CH3:16])[CH:11]=2)(=[O:9])=[O:8])[C:2]=1[C:23]1[CH:28]=[CH:27][CH:26]=[CH:25][CH:24]=1. The yield is 0.960.